This data is from Peptide-MHC class II binding affinity with 134,281 pairs from IEDB. The task is: Regression. Given a peptide amino acid sequence and an MHC pseudo amino acid sequence, predict their binding affinity value. This is MHC class II binding data. (1) The peptide sequence is KKGGEAMDTISVFLH. The MHC is HLA-DQA10102-DQB10501 with pseudo-sequence HLA-DQA10102-DQB10501. The binding affinity (normalized) is 0.601. (2) The peptide sequence is GEEYLILSARDVLAV. The MHC is DRB1_0701 with pseudo-sequence DRB1_0701. The binding affinity (normalized) is 0.608. (3) The peptide sequence is SKGGMRNVFDEVIPT. The MHC is HLA-DPA10301-DPB10402 with pseudo-sequence HLA-DPA10301-DPB10402. The binding affinity (normalized) is 0.131. (4) The peptide sequence is FLHLVGFPTHRHIRG. The MHC is DRB5_0101 with pseudo-sequence DRB5_0101. The binding affinity (normalized) is 0.911. (5) The peptide sequence is WSLSDATGTDMPGGY. The MHC is DRB1_0101 with pseudo-sequence DRB1_0101. The binding affinity (normalized) is 0.515. (6) The peptide sequence is IGMTNRATWASHIHL. The MHC is HLA-DQA10303-DQB10402 with pseudo-sequence HLA-DQA10303-DQB10402. The binding affinity (normalized) is 0.417. (7) The peptide sequence is FGPASFARIETAFAN. The MHC is DRB1_1101 with pseudo-sequence DRB1_1101. The binding affinity (normalized) is 0.560.